Task: Predict which catalyst facilitates the given reaction.. Dataset: Catalyst prediction with 721,799 reactions and 888 catalyst types from USPTO (1) Reactant: [Cl:1][C:2]1[CH:3]=[C:4]([NH:17][C:18]2[C:23]([C:24]#[N:25])=[CH:22][N:21]=[C:20]3[S:26][C:27]4[CH2:28][NH:29][CH2:30][CH2:31][C:32]=4[C:19]=23)[CH:5]=[CH:6][C:7]=1[O:8][CH2:9][C:10]1[CH:15]=[CH:14][CH:13]=[C:12]([F:16])[CH:11]=1.Cl.[CH3:34][N:35]([CH:42]([CH3:44])[CH3:43])[CH2:36]/[CH:37]=[CH:38]/[C:39](O)=[O:40].CCN(C(C)C)C(C)C.CN(C(ON1N=NC2C=CC=CC1=2)=[N+](C)C)C.[B-](F)(F)(F)F. Product: [Cl:1][C:2]1[CH:3]=[C:4]([NH:17][C:18]2[C:23]([C:24]#[N:25])=[CH:22][N:21]=[C:20]3[S:26][C:27]4[CH2:28][N:29]([C:39](=[O:40])/[CH:38]=[CH:37]/[CH2:36][N:35]([CH3:34])[CH:42]([CH3:44])[CH3:43])[CH2:30][CH2:31][C:32]=4[C:19]=23)[CH:5]=[CH:6][C:7]=1[O:8][CH2:9][C:10]1[CH:15]=[CH:14][CH:13]=[C:12]([F:16])[CH:11]=1. The catalyst class is: 3. (2) Reactant: Cl[C:2]1[CH:3]=[CH:4][C:5]2[O:14][CH2:13][CH2:12][C:11]3[CH:10]=[C:9]([C:15]4[N:16]([C:20]5[CH:25]=[CH:24][C:23]([F:26])=[CH:22][C:21]=5[F:27])[N:17]=[CH:18][N:19]=4)[S:8][C:7]=3[C:6]=2[N:28]=1. Product: [F:27][C:21]1[CH:22]=[C:23]([F:26])[CH:24]=[CH:25][C:20]=1[N:16]1[C:15]([C:9]2[S:8][C:7]3[C:6]4[N:28]=[C:2]([C:3]5[CH:2]=[N:28][C:6]([CH3:7])=[CH:5][CH:4]=5)[CH:3]=[CH:4][C:5]=4[O:14][CH2:13][CH2:12][C:11]=3[CH:10]=2)=[N:19][CH:18]=[N:17]1. The catalyst class is: 144. (3) Reactant: [Br:1][C:2]1[CH:3]=[CH:4][CH:5]=[C:6]2[C:28]=1[C:9]1([CH2:14][CH2:13][N:12]([C:15]([NH:17][CH:18]3[CH:25]4[CH2:26][CH:21]5[CH2:22][CH:23]([CH2:27][CH:19]3[CH2:20]5)[CH2:24]4)=[O:16])[CH2:11][CH2:10]1)[CH2:8][CH:7]2[CH2:29][CH2:30]OS(C1C=CC(C)=CC=1)(=O)=O.[C:42]([O-:45])([O-])=O.[K+].[K+].[Na+].[I-]. Product: [Br:1][C:2]1[CH:3]=[CH:4][CH:5]=[C:6]2[C:28]=1[C:9]1([CH2:14][CH2:13][N:12]([C:15]([NH:17][CH:18]3[CH:19]4[CH2:27][CH:23]5[CH2:22][CH:21]([CH2:26][CH:25]3[CH2:24]5)[CH2:20]4)=[O:16])[CH2:11][CH2:10]1)[CH2:8][CH:7]2[CH2:29][CH2:30][N:12]1[CH2:13][CH2:42][O:45][CH2:10][CH2:11]1. The catalyst class is: 23. (4) Reactant: [NH2:1][C:2]1[CH:11]=[C:10]([C:12]2[C:21]3[C:16](=[CH:17][C:18]([O:27][CH2:28][CH3:29])=[C:19]4[O:24][C:23]([CH3:26])([CH3:25])[CH2:22][C:20]4=3)[CH2:15][C:14]([CH3:31])([CH3:30])[N:13]=2)[CH:9]=[CH:8][C:3]=1[C:4]([O:6][CH3:7])=[O:5].[CH3:32][O:33][C:34]1[CH:42]=[CH:41][CH:40]=[CH:39][C:35]=1[C:36](Cl)=[O:37].CCCCCC. Product: [CH2:28]([O:27][C:18]1[CH:17]=[C:16]2[C:21](=[C:20]3[CH2:22][C:23]([CH3:26])([CH3:25])[O:24][C:19]=13)[C:12]([C:10]1[CH:9]=[CH:8][C:3]([C:4]([O:6][CH3:7])=[O:5])=[C:2]([NH:1][C:36](=[O:37])[C:35]3[CH:39]=[CH:40][CH:41]=[CH:42][C:34]=3[O:33][CH3:32])[CH:11]=1)=[N:13][C:14]([CH3:30])([CH3:31])[CH2:15]2)[CH3:29]. The catalyst class is: 80. (5) Reactant: [CH3:13][C:12]([O:11][C:9](O[C:9]([O:11][C:12]([CH3:15])([CH3:14])[CH3:13])=[O:10])=[O:10])([CH3:15])[CH3:14].[CH:16]12[CH2:21][CH:20]1[CH2:19][NH:18][CH:17]2[C:22]([OH:24])=[O:23].O.C(=O)([O-])[O-].[Na+].[Na+]. Product: [C:12]([O:11][C:9]([N:18]1[CH2:19][CH:20]2[CH:16]([CH2:21]2)[CH:17]1[C:22]([OH:24])=[O:23])=[O:10])([CH3:13])([CH3:14])[CH3:15]. The catalyst class is: 7. (6) Reactant: [N+:1]([C:4]1[CH:5]=[N:6][NH:7][CH:8]=1)([O-:3])=[O:2].C([O-])([O-])=O.[Cs+].[Cs+].Br[CH2:16][CH2:17][OH:18]. Product: [N+:1]([C:4]1[CH:5]=[N:6][N:7]([CH2:16][CH2:17][OH:18])[CH:8]=1)([O-:3])=[O:2]. The catalyst class is: 496. (7) Reactant: [CH2:1]([CH:5]1[CH2:13][C:12]2[C:7](=[CH:8][CH:9]=[C:10]([O:14][CH3:15])[CH:11]=2)[C:6]1=[O:16])[CH2:2][CH2:3][CH3:4].N12CCCN=C1CCCCC2.[CH:28]([C:30]([CH2:32][CH3:33])=[O:31])=[CH2:29]. Product: [CH2:1]([C:5]1([CH2:29][CH2:28][C:30](=[O:31])[CH2:32][CH3:33])[CH2:13][C:12]2[C:7](=[CH:8][CH:9]=[C:10]([O:14][CH3:15])[CH:11]=2)[C:6]1=[O:16])[CH2:2][CH2:3][CH3:4]. The catalyst class is: 7. (8) Reactant: C([O:8][C:9]1[CH:14]=[CH:13][C:12]([NH:15][C:16](=[O:28])[NH:17][CH2:18][CH2:19][NH:20][C:21](=[O:27])[O:22][C:23]([CH3:26])([CH3:25])[CH3:24])=[CH:11][CH:10]=1)C1C=CC=CC=1.C(Cl)(Cl)Cl. Product: [OH:8][C:9]1[CH:14]=[CH:13][C:12]([NH:15][C:16](=[O:28])[NH:17][CH2:18][CH2:19][NH:20][C:21](=[O:27])[O:22][C:23]([CH3:24])([CH3:25])[CH3:26])=[CH:11][CH:10]=1. The catalyst class is: 123. (9) Reactant: [Cl:1][C:2]1[N:11]=[CH:10][C:9]2[NH:8][C:7](=[O:12])[C:6]3([CH3:17])[CH2:13][O:14][CH2:15][CH2:16][N:5]3[C:4]=2[N:3]=1.Br[CH2:19][CH:20]1[CH2:22][CH2:21]1.C(=O)([O-])[O-].[K+].[K+].CCOC(C)=O. Product: [Cl:1][C:2]1[N:11]=[CH:10][C:9]2[N:8]([CH2:19][CH:20]3[CH2:22][CH2:21]3)[C:7](=[O:12])[C:6]3([CH3:17])[CH2:13][O:14][CH2:15][CH2:16][N:5]3[C:4]=2[N:3]=1. The catalyst class is: 58.